Predict the reaction yield, written as a fraction of the theoretical maximum amount of product (1.0 means a 100% yield; for example, 0.34 means a 34% yield). From a dataset of Reaction yield outcomes from USPTO patents with 853,638 reactions. (1) The reactants are [NH2:1][C:2]1[O:3][CH2:4][CH:5]([C:7]2[CH:12]=[CH:11][C:10]([NH:13][C:14](=[O:22])[C:15]3[CH:20]=[CH:19][C:18](Cl)=[CH:17][CH:16]=3)=[CH:9][CH:8]=2)[N:6]=1.C([O-])=O.[NH4+]. The catalyst is CO.[Pd]. The product is [NH2:1][C:2]1[O:3][CH2:4][CH:5]([C:7]2[CH:8]=[CH:9][C:10]([NH:13][C:14](=[O:22])[C:15]3[CH:20]=[CH:19][CH:18]=[CH:17][CH:16]=3)=[CH:11][CH:12]=2)[N:6]=1. The yield is 0.450. (2) The reactants are N[C:2]1[CH:10]=[C:9]2[C:5]([CH:6]=[N:7][NH:8]2)=[CH:4][CH:3]=1.S(=O)(=O)(O)[OH:12]. No catalyst specified. The product is [OH:12][C:2]1[CH:10]=[C:9]2[C:5]([CH:6]=[N:7][NH:8]2)=[CH:4][CH:3]=1. The yield is 0.510.